Dataset: Catalyst prediction with 721,799 reactions and 888 catalyst types from USPTO. Task: Predict which catalyst facilitates the given reaction. (1) Reactant: Cl[C:2]1[N:7]=[C:6]([NH:8][CH2:9][C:10]2[CH:15]=[CH:14][C:13]([O:16][CH3:17])=[C:12]([O:18][CH:19]3[CH2:23][CH2:22][CH2:21][CH2:20]3)[CH:11]=2)[CH:5]=[N:4][CH:3]=1.B([C:27]1[CH:38]=[CH:37][C:30]([CH2:31][C@@H:32]([C:34]([OH:36])=[O:35])[NH2:33])=[CH:29][CH:28]=1)(O)O.C(=O)([O-])[O-].[Na+].[Na+]. Product: [NH2:33][CH:32]([CH2:31][C:30]1[CH:37]=[CH:38][C:27]([C:2]2[CH:3]=[N:4][CH:5]=[C:6]([NH:8][CH2:9][C:10]3[CH:15]=[CH:14][C:13]([O:16][CH3:17])=[C:12]([O:18][CH:19]4[CH2:23][CH2:22][CH2:21][CH2:20]4)[CH:11]=3)[N:7]=2)=[CH:28][CH:29]=1)[C:34]([OH:36])=[O:35]. The catalyst class is: 745. (2) Reactant: [CH3:1][N:2]1[C:6]([C:7](O)=[O:8])=[CH:5][C:4]([C:10]([F:13])([F:12])[F:11])=[N:3]1.[H-].[H-].[H-].[H-].[Li+].[Al+3]. Product: [CH3:1][N:2]1[C:6]([CH2:7][OH:8])=[CH:5][C:4]([C:10]([F:11])([F:12])[F:13])=[N:3]1. The catalyst class is: 7. (3) Reactant: [CH3:1][N:2]1[CH2:7][CH2:6][N:5]([C:8]2[CH:9]=[C:10]([CH2:17][C:18]([NH2:20])=[O:19])[C:11]([N+]([O-])=O)=[N:12][CH:13]=2)[CH2:4][CH2:3]1.C[O:22][C:23](=O)[C:24]([C:26]1[C:34]2[C:29](=[C:30]([CH3:35])[CH:31]=[CH:32][CH:33]=2)[NH:28][CH:27]=1)=O.[CH3:37]C([O-])(C)C.[K+]. Product: [CH3:35][C:30]1[CH:31]=[CH:32][CH:33]=[C:34]2[C:29]=1[NH:28][CH:27]=[C:26]2[C:24]1[C:23](=[O:22])[NH:20][C:18](=[O:19])[C:17]=1[C:10]1[C:11]([CH3:37])=[N:12][CH:13]=[C:8]([N:5]2[CH2:6][CH2:7][N:2]([CH3:1])[CH2:3][CH2:4]2)[CH:9]=1. The catalyst class is: 1. (4) Reactant: [CH3:1][O:2][C:3](=[O:26])[CH2:4][O:5][C:6]1[C:7]([C:22](OC)=[O:23])=[C:8]([C:18]([O:20][CH3:21])=[O:19])[C:9]([CH2:12][CH2:13][C:14]([O:16][CH3:17])=[O:15])=[N:10][CH:11]=1.C[O-].[Na+]. Product: [OH:23][C:22]1[C:7]2[C:8]([C:18]([O:20][CH3:21])=[O:19])=[C:9]([CH2:12][CH2:13][C:14]([O:16][CH3:17])=[O:15])[N:10]=[CH:11][C:6]=2[O:5][C:4]=1[C:3]([O:2][CH3:1])=[O:26]. The catalyst class is: 5. (5) Reactant: Cl[C:2]1[N:7]=[CH:6][C:5]([CH2:8][C:9]2[C:17]3[C:12](=[N:13][CH:14]=[CH:15][CH:16]=3)[N:11]([Si:18]([CH:25]([CH3:27])[CH3:26])([CH:22]([CH3:24])[CH3:23])[CH:19]([CH3:21])[CH3:20])[CH:10]=2)=[CH:4][CH:3]=1.[CH2:28]([NH2:35])[C:29]1[CH:34]=[CH:33][CH:32]=[CH:31][CH:30]=1.CC(C)([O-])C.[K+].C(P(C(C)(C)C)C1C=CC=CC=1C1C=CC=CC=1)(C)(C)C. Product: [CH2:28]([NH:35][C:2]1[CH:3]=[CH:4][C:5]([CH2:8][C:9]2[C:17]3[C:12](=[N:13][CH:14]=[CH:15][CH:16]=3)[N:11]([Si:18]([CH:25]([CH3:27])[CH3:26])([CH:22]([CH3:24])[CH3:23])[CH:19]([CH3:21])[CH3:20])[CH:10]=2)=[CH:6][N:7]=1)[C:29]1[CH:34]=[CH:33][CH:32]=[CH:31][CH:30]=1. The catalyst class is: 706.